From a dataset of Full USPTO retrosynthesis dataset with 1.9M reactions from patents (1976-2016). Predict the reactants needed to synthesize the given product. (1) Given the product [F:32][C:2]([F:1])([F:31])[C:3]1[CH:4]=[CH:5][C:6]([O:9][C:10]2[CH:11]=[C:12](/[CH:16]=[C:17]3/[CH2:18][CH:19]([NH2:23])[CH2:20][CH2:21][CH2:22]/3)[CH:13]=[CH:14][CH:15]=2)=[N:7][CH:8]=1, predict the reactants needed to synthesize it. The reactants are: [F:1][C:2]([F:32])([F:31])[C:3]1[CH:4]=[CH:5][C:6]([O:9][C:10]2[CH:11]=[C:12](/[CH:16]=[C:17]3/[CH2:18][CH:19]([NH:23]C(=O)OC(C)(C)C)[CH2:20][CH2:21][CH2:22]/3)[CH:13]=[CH:14][CH:15]=2)=[N:7][CH:8]=1.Cl. (2) The reactants are: [F:1][C:2]1[CH:7]=[C:6]([N+:8]([O-])=O)[CH:5]=[C:4]([F:11])[C:3]=1[N:12]1[CH2:17][CH2:16][N:15]([CH:18]2[CH2:21][O:20][CH2:19]2)[CH2:14][CH2:13]1. Given the product [F:11][C:4]1[CH:5]=[C:6]([CH:7]=[C:2]([F:1])[C:3]=1[N:12]1[CH2:17][CH2:16][N:15]([CH:18]2[CH2:21][O:20][CH2:19]2)[CH2:14][CH2:13]1)[NH2:8], predict the reactants needed to synthesize it. (3) Given the product [CH3:12][C:4]12[C:5](=[O:11])[NH:6][C:7]3[C:3]1=[C:2]([CH:10]=[CH:9][CH:8]=3)[NH:1][C:14](=[O:16])[CH2:13]2, predict the reactants needed to synthesize it. The reactants are: [NH2:1][C:2]1[CH:10]=[CH:9][CH:8]=[C:7]2[C:3]=1[C:4]([CH2:13][C:14]([O:16]CC)=O)([CH3:12])[C:5](=[O:11])[NH:6]2.